This data is from Full USPTO retrosynthesis dataset with 1.9M reactions from patents (1976-2016). The task is: Predict the reactants needed to synthesize the given product. (1) Given the product [O:27]=[C:24]1[CH2:25][CH2:26][N:21]([C:18]2[CH:19]=[CH:20][C:15]([NH:14][S:9]([CH2:1][CH2:2][CH2:3][CH2:4][CH2:5][CH2:6][CH2:7][CH3:8])(=[O:11])=[O:10])=[CH:16][CH:17]=2)[CH2:22][CH2:23]1, predict the reactants needed to synthesize it. The reactants are: [CH2:1]([S:9](Cl)(=[O:11])=[O:10])[CH2:2][CH2:3][CH2:4][CH2:5][CH2:6][CH2:7][CH3:8].Cl.[NH2:14][C:15]1[CH:20]=[CH:19][C:18]([N:21]2[CH2:26][CH2:25][C:24](=[O:27])[CH2:23][CH2:22]2)=[CH:17][CH:16]=1. (2) Given the product [C:50]([N:42]([C:43]1[CH:44]=[CH:45][CH:46]=[CH:47][CH:48]=1)/[CH:41]=[CH:40]/[CH:39]=[CH:31]/[C:10]1[C:11]([CH2:23][CH2:24][CH2:25][CH2:26][S:27]([O-:30])(=[O:29])=[O:28])([CH3:22])[C:12]2[C:17](=[C:16]([F:18])[C:15]([F:19])=[C:14]([F:20])[C:13]=2[F:21])[N+:9]=1[CH2:8][CH2:7][CH2:6][CH2:5][CH2:4][C:1]([OH:3])=[O:2])(=[O:52])[CH3:51], predict the reactants needed to synthesize it. The reactants are: [C:1]([CH2:4][CH2:5][CH2:6][CH2:7][CH2:8][N+:9]1[C:17]2[C:12](=[C:13]([F:21])[C:14]([F:20])=[C:15]([F:19])[C:16]=2[F:18])[C:11]([CH2:23][CH2:24][CH2:25][CH2:26][S:27]([O-:30])(=[O:29])=[O:28])([CH3:22])[C:10]=1[CH3:31])([OH:3])=[O:2].C1(N=[CH:39][CH2:40][CH:41]=[N:42][C:43]2[CH:48]=[CH:47][CH:46]=[CH:45][CH:44]=2)C=CC=CC=1.Cl.[C:50](OC(=O)C)(=[O:52])[CH3:51]. (3) The reactants are: [C:1]1([CH2:7][C:8]([NH2:10])=[O:9])[CH:6]=[CH:5][CH:4]=[CH:3][CH:2]=1.[CH2:11]=[O:12]. Given the product [OH:12][CH2:11][NH:10][C:8](=[O:9])[CH2:7][C:1]1[CH:6]=[CH:5][CH:4]=[CH:3][CH:2]=1, predict the reactants needed to synthesize it. (4) Given the product [Cl:23][C:19]1[CH:20]=[C:21]2[C:16](=[CH:17][CH:18]=1)[NH:15][C:14](=[O:24])[C:13]([C@@H:11]([NH:10][C:26]1[N:31]=[C:30]([N:32]3[C:36]([CH3:37])=[N:35][N:34]=[N:33]3)[CH:29]=[CH:28][N:27]=1)[CH3:12])=[CH:22]2, predict the reactants needed to synthesize it. The reactants are: CCN(C(C)C)C(C)C.[NH2:10][C@H:11]([C:13]1[C:14](=[O:24])[NH:15][C:16]2[C:21]([CH:22]=1)=[CH:20][C:19]([Cl:23])=[CH:18][CH:17]=2)[CH3:12].Cl[C:26]1[N:31]=[C:30]([N:32]2[C:36]([CH3:37])=[N:35][N:34]=[N:33]2)[CH:29]=[CH:28][N:27]=1.CCOC(C)=O. (5) Given the product [CH2:1]([C@@H:8]1[CH2:9][CH:10]([C:21]2[CH:22]=[CH:23][C:24]3[O:35][CH2:34][C:27]4=[N:28][NH:29][C:30](=[O:33])[C@@H:31]([CH3:32])[N:26]4[C:25]=3[CH:36]=2)[CH2:11][CH2:12][N:13]1[C:14]([O:16][C:17]([CH3:18])([CH3:20])[CH3:19])=[O:15])[C:2]1[CH:3]=[CH:4][CH:5]=[CH:6][CH:7]=1, predict the reactants needed to synthesize it. The reactants are: [CH2:1]([C@H:8]1[N:13]([C:14]([O:16][C:17]([CH3:20])([CH3:19])[CH3:18])=[O:15])[CH2:12][CH:11]=[C:10]([C:21]2[CH:22]=[CH:23][C:24]3[O:35][CH2:34][C:27]4=[N:28][NH:29][C:30](=[O:33])[C@@H:31]([CH3:32])[N:26]4[C:25]=3[CH:36]=2)[CH2:9]1)[C:2]1[CH:7]=[CH:6][CH:5]=[CH:4][CH:3]=1. (6) The reactants are: Cl[C:2]1[CH:7]=[C:6]([C:8]2[CH:13]=[CH:12][CH:11]=[C:10]([F:14])[C:9]=2[F:15])[N:5]=[CH:4][N:3]=1.[CH3:16][CH:17]([OH:21])[C:18]#[C:19][CH3:20].[H-].[Na+].O. Given the product [F:15][C:9]1[C:10]([F:14])=[CH:11][CH:12]=[CH:13][C:8]=1[C:6]1[CH:7]=[C:2]([O:21][CH:17]([CH3:16])[C:18]#[C:19][CH3:20])[N:3]=[CH:4][N:5]=1, predict the reactants needed to synthesize it. (7) Given the product [F:11][CH:9]([F:10])[C@@H:5]1[C@@H:4]([OH:12])[C@H:3]([OH:13])[C@H:2]2[NH:1][C:14](=[S:15])[O:8][C@H:7]2[CH2:6]1, predict the reactants needed to synthesize it. The reactants are: [NH2:1][C@H:2]1[C@@H:7]([OH:8])[CH2:6][C@H:5]([CH:9]([F:11])[F:10])[C@@H:4]([OH:12])[C@@H:3]1[OH:13].[C:14](N1C=CN=C1)(N1C=CN=C1)=[S:15]. (8) Given the product [CH3:35][S:36]([OH:39])(=[O:38])=[O:37].[N:21]1([C:7]2[CH:8]=[CH:9][C:10]([S:11]([C:14]3[CH:19]=[CH:18][CH:17]=[C:16]([F:20])[CH:15]=3)(=[O:13])=[O:12])=[C:5]([NH:4][C:1](=[O:3])[CH3:2])[CH:6]=2)[CH2:27][CH2:26][CH2:25][NH:24][CH2:23][CH2:22]1, predict the reactants needed to synthesize it. The reactants are: [C:1]([NH:4][C:5]1[CH:6]=[C:7]([N:21]2[CH2:27][CH2:26][CH2:25][N:24](C(OC(C)(C)C)=O)[CH2:23][CH2:22]2)[CH:8]=[CH:9][C:10]=1[S:11]([C:14]1[CH:19]=[CH:18][CH:17]=[C:16]([F:20])[CH:15]=1)(=[O:13])=[O:12])(=[O:3])[CH3:2].[CH3:35][S:36]([OH:39])(=[O:38])=[O:37]. (9) Given the product [F:20][C:19]([F:22])([F:21])[C:14]1[CH:15]=[CH:16][CH:17]=[CH:18][C:13]=1[C:11]([C:4]1[N:5]2[CH:10]=[CH:9][CH:8]=[CH:7][C:6]2=[C:2]([C:30]2[CH:31]=[CH:32][C:27]([C:25]([O:24][CH3:23])=[O:26])=[CH:28][CH:29]=2)[N:3]=1)=[O:12], predict the reactants needed to synthesize it. The reactants are: Br[C:2]1[N:3]=[C:4]([C:11]([C:13]2[CH:18]=[CH:17][CH:16]=[CH:15][C:14]=2[C:19]([F:22])([F:21])[F:20])=[O:12])[N:5]2[CH:10]=[CH:9][CH:8]=[CH:7][C:6]=12.[CH3:23][O:24][C:25]([C:27]1[CH:32]=[CH:31][C:30](B(O)O)=[CH:29][CH:28]=1)=[O:26].[O-]P([O-])([O-])=O.[K+].[K+].[K+]. (10) Given the product [Cl:26][C:27]1[CH:35]=[C:34]([Cl:36])[CH:33]=[CH:32][C:28]=1[C:29]([NH:16][CH2:15][C:5]1([CH2:4][CH:1]2[CH2:3][CH2:2]2)[CH2:14][CH2:13][C:8]2([O:12][CH2:11][CH2:10][O:9]2)[CH2:7][CH2:6]1)=[O:30], predict the reactants needed to synthesize it. The reactants are: [CH:1]1([CH2:4][C:5]2([CH2:15][NH2:16])[CH2:14][CH2:13][C:8]3([O:12][CH2:11][CH2:10][O:9]3)[CH2:7][CH2:6]2)[CH2:3][CH2:2]1.C(N(C(C)C)C(C)C)C.[Cl:26][C:27]1[CH:35]=[C:34]([Cl:36])[CH:33]=[CH:32][C:28]=1[C:29](Cl)=[O:30].